From a dataset of Reaction yield outcomes from USPTO patents with 853,638 reactions. Predict the reaction yield, written as a fraction of the theoretical maximum amount of product (1.0 means a 100% yield; for example, 0.34 means a 34% yield). (1) The reactants are [CH:1]1([CH:7]([C:9]2[C:10]([CH:24]([CH3:26])[CH3:25])=[N:11][N:12]([C:14]3[CH:19]=[CH:18][C:17]([C:20]([F:23])([F:22])[F:21])=[CH:16][N:15]=3)[CH:13]=2)O)[CH2:6][CH2:5][CH2:4][CH2:3][CH2:2]1.[NH2:27][C:28]1[CH:33]=[CH:32][C:31]([C:34]([NH:36][CH2:37][CH2:38][C:39]([O:41]CC)=[O:40])=[O:35])=[CH:30][CH:29]=1. No catalyst specified. The product is [CH:1]1([CH:7]([NH:27][C:28]2[CH:29]=[CH:30][C:31]([C:34]([NH:36][CH2:37][CH2:38][C:39]([OH:41])=[O:40])=[O:35])=[CH:32][CH:33]=2)[C:9]2[C:10]([CH:24]([CH3:26])[CH3:25])=[N:11][N:12]([C:14]3[CH:19]=[CH:18][C:17]([C:20]([F:23])([F:22])[F:21])=[CH:16][N:15]=3)[CH:13]=2)[CH2:6][CH2:5][CH2:4][CH2:3][CH2:2]1. The yield is 0.140. (2) The reactants are Br[C:2]1[CH:3]=C(C(C2C=C(C=CC=2)OCC(N)=O)(C)C)C=C([N+]([O-])=O)[CH:7]=1.[I:25][C:26]1[CH:27]=[C:28]([C:35]([C:38]2[CH:39]=[C:40]([OH:49])[CH:41]=[C:42]([O:44][C:45]([F:48])([F:47])[F:46])[CH:43]=2)([CH3:37])[CH3:36])[CH:29]=[C:30]([N+:32]([O-:34])=[O:33])[CH:31]=1. No catalyst specified. The product is [I:25][C:26]1[CH:31]=[C:30]([N+:32]([O-:34])=[O:33])[CH:29]=[C:28]([C:35]([C:38]2[CH:43]=[C:42]([O:44][C:45]([F:47])([F:48])[F:46])[CH:41]=[C:40]([O:49][CH:2]([CH3:3])[CH3:7])[CH:39]=2)([CH3:36])[CH3:37])[CH:27]=1. The yield is 0.940. (3) The reactants are Br[C:2]1[C:6](=[O:7])[C:5]([CH3:9])([CH3:8])[O:4][C:3]=1[C:10]1[CH:17]=[CH:16][C:13]([C:14]#[N:15])=[CH:12][CH:11]=1.CC1(C)C(C)(C)OB([C:26]2[CH:43]=[CH:42][C:29]([O:30][CH2:31][C:32]3[CH:41]=[CH:40][C:39]4[C:34](=[CH:35][CH:36]=[CH:37][CH:38]=4)[N:33]=3)=[CH:28][CH:27]=2)O1.C([O-])([O-])=O.[Cs+].[Cs+]. The catalyst is C1(C)C=CC=CC=1.O.C1C=CC(P(C2C=CC=CC=2)[C-]2C=CC=C2)=CC=1.C1C=CC(P(C2C=CC=CC=2)[C-]2C=CC=C2)=CC=1.Cl[Pd]Cl.[Fe+2]. The product is [CH3:8][C:5]1([CH3:9])[O:4][C:3]([C:10]2[CH:17]=[CH:16][C:13]([C:14]#[N:15])=[CH:12][CH:11]=2)=[C:2]([C:26]2[CH:27]=[CH:28][C:29]([O:30][CH2:31][C:32]3[CH:41]=[CH:40][C:39]4[C:34](=[CH:35][CH:36]=[CH:37][CH:38]=4)[N:33]=3)=[CH:42][CH:43]=2)[C:6]1=[O:7]. The yield is 0.610. (4) The reactants are [OH:1][C:2]1[CH:7]=[CH:6][C:5]([CH2:8][CH2:9][C:10]([O:12][CH3:13])=[O:11])=[CH:4][CH:3]=1.[C@H:14]1(O)[C:22]2[C:17](=[CH:18][CH:19]=[CH:20][CH:21]=2)[CH2:16][CH2:15]1.N(C(N1CCCCC1)=O)=NC(N1CCCCC1)=O.C(P(CCCC)CCCC)CCC. The catalyst is O1CCCC1.O. The product is [C@@H:14]1([O:1][C:2]2[CH:3]=[CH:4][C:5]([CH2:8][CH2:9][C:10]([O:12][CH3:13])=[O:11])=[CH:6][CH:7]=2)[C:22]2[C:17](=[CH:18][CH:19]=[CH:20][CH:21]=2)[CH2:16][CH2:15]1. The yield is 0.660. (5) The reactants are C(N(CC)CC)C.[CH3:8][S:9](Cl)(=O)=O.[F:13][C:14]1[CH:19]=[CH:18][C:17]([F:20])=[CH:16][C:15]=1[CH:21](O)[C:22]1[CH:27]=[CH:26][C:25]([CH:28]2[O:32][CH2:31][CH2:30][O:29]2)=[CH:24][N:23]=1.C(=O)(O)[O-].[Na+].[Cl:39][C:40]1[CH:45]=[CH:44]C=[CH:42][C:41]=1S.C(=O)([O-])[O-].[K+].[K+]. The catalyst is CN(C)C=O.CCOCC.C(Cl)Cl. The product is [Cl:39][C:40]1[CH:45]=[CH:44][C:8]([S:9][CH:21]([C:15]2[CH:16]=[C:17]([F:20])[CH:18]=[CH:19][C:14]=2[F:13])[C:22]2[CH:27]=[CH:26][C:25]([CH:28]3[O:32][CH2:31][CH2:30][O:29]3)=[CH:24][N:23]=2)=[CH:42][CH:41]=1. The yield is 0.710. (6) The product is [NH2:8][C@H:9]([C:11]([NH:13][CH:14]1[N:20]=[C:19]([C:21]2[CH:26]=[CH:25][CH:24]=[CH:23][N:22]=2)[C:18]2[CH:27]=[CH:28][CH:29]=[CH:30][C:17]=2[N:16]([CH3:31])[C:15]1=[O:32])=[O:12])[CH3:10]. The reactants are C(OC([NH:8][C@H:9]([C:11]([NH:13][CH:14]1[N:20]=[C:19]([C:21]2[CH:26]=[CH:25][CH:24]=[CH:23][N:22]=2)[C:18]2[CH:27]=[CH:28][CH:29]=[CH:30][C:17]=2[N:16]([CH3:31])[C:15]1=[O:32])=[O:12])[CH3:10])=O)(C)(C)C.C(O)(C(F)(F)F)=O. The catalyst is C(Cl)Cl. The yield is 0.660.